Task: Predict the reaction yield, written as a fraction of the theoretical maximum amount of product (1.0 means a 100% yield; for example, 0.34 means a 34% yield).. Dataset: Reaction yield outcomes from USPTO patents with 853,638 reactions (1) The reactants are Br[C:2]1[CH:7]=[CH:6][CH:5]=[C:4]([CH3:8])[C:3]=1[CH3:9].[Li]CCCC.[O:15]=[C:16]1[N:21]([C:22]([O:24][C:25]([CH3:28])([CH3:27])[CH3:26])=[O:23])[CH2:20][CH2:19][N:18]2[C:29](=[O:32])[CH2:30][CH2:31][C@@H:17]12. The catalyst is C1COCC1. The product is [CH3:9][C:3]1[C:4]([CH3:8])=[CH:5][CH:6]=[CH:7][C:2]=1[C:16]([C@@H:17]1[CH2:31][CH2:30][C:29](=[O:32])[N:18]1[CH2:19][CH2:20][NH:21][C:22](=[O:23])[O:24][C:25]([CH3:27])([CH3:26])[CH3:28])=[O:15]. The yield is 0.590. (2) The reactants are [CH3:1][C:2]1[CH:8]=[CH:7][CH:6]=[C:5]([CH3:9])[C:3]=1[NH2:4].O.[F:11][C:12]([F:20])([F:19])[C:13]([C:15]([F:18])([F:17])[F:16])=[O:14].[OH-].[Na+]. The catalyst is O.C1(C)C=CC(S(O)(=O)=O)=CC=1.C(OCC)(=O)C. The product is [CH3:1][C:2]1[CH:8]=[C:7]([C:13]([OH:14])([C:15]([F:18])([F:17])[F:16])[C:12]([F:20])([F:19])[F:11])[CH:6]=[C:5]([CH3:9])[C:3]=1[NH2:4]. The yield is 0.690. (3) The reactants are [C:1]([OH:5])(C)(C)C.[CH:6]1[CH2:13][CH2:12][CH:11]=[CH:10][CH2:9][CH2:8][CH:7]=1.C1(P(C2C=CC=CC=2)C2C=CC=CC=2)C=CC=CC=1.[C]=[O:34].[C:35]1([CH3:41])[CH:40]=CC=C[CH:36]=1. The catalyst is [Pd](Cl)Cl. The product is [C:35]([O:34][C:1]([CH:6]1[CH2:13][CH2:12][CH2:11][CH:10]=[CH:9][CH2:8][CH2:7]1)=[O:5])([CH3:41])([CH3:40])[CH3:36]. The yield is 0.820. (4) The reactants are [CH:1]([C:3]1[CH:8]=[CH:7][C:6]([CH:9]([CH3:17])[C:10]([O:12][C:13]([CH3:16])([CH3:15])[CH3:14])=[O:11])=[CH:5][CH:4]=1)=O.[O:18]=[C:19]1[CH2:24][CH2:23][CH2:22][S:21][CH2:20]1. No catalyst specified. The product is [O:18]=[C:19]1[CH2:24][CH2:23][CH2:22][S:21][C:20]1=[CH:1][C:3]1[CH:8]=[CH:7][C:6]([CH:9]([CH3:17])[C:10]([O:12][C:13]([CH3:16])([CH3:15])[CH3:14])=[O:11])=[CH:5][CH:4]=1. The yield is 0.300. (5) The reactants are Br[C:2]1[S:6][C:5]2[C:7]([Br:11])=[C:8](Br)[S:9][C:4]=2[C:3]=1[Br:12].[C:13]1([Li])[CH:18]=[CH:17][CH:16]=[CH:15][CH:14]=1.C([O:24][CH2:25][CH2:26][CH2:27][CH3:28])CCC.[C:29](Cl)(=[O:47])[CH2:30][CH2:31][CH2:32][CH2:33][CH2:34][CH2:35][CH2:36][CH2:37][CH2:38][CH2:39][CH2:40][CH2:41][CH2:42][CH2:43][CH2:44][CH2:45][CH3:46].O. The catalyst is O1CCCC1. The product is [Br:12][C:3]1[C:4]2[S:9][C:8]([C:25](=[O:24])[CH2:26][CH2:27][CH2:28][CH2:29][CH2:30][CH2:31][CH2:32][CH2:33][CH2:34][CH2:35][CH2:36][CH2:14][CH2:15][CH2:16][CH2:17][CH2:18][CH3:13])=[C:7]([Br:11])[C:5]=2[S:6][C:2]=1[C:29](=[O:47])[CH2:30][CH2:31][CH2:32][CH2:33][CH2:34][CH2:35][CH2:36][CH2:37][CH2:38][CH2:39][CH2:40][CH2:41][CH2:42][CH2:43][CH2:44][CH2:45][CH3:46]. The yield is 0.440. (6) The reactants are [Cl:1][C:2]1[C:3](=[O:15])[NH:4][S:5](=[O:14])(=[O:13])[C:6]=1[C:7]1[CH:12]=[CH:11][CH:10]=[CH:9][CH:8]=1.CI.[C:18](=O)([O-])[O-].[K+].[K+].O. The catalyst is CN(C=O)C. The product is [Cl:1][C:2]1[C:3](=[O:15])[N:4]([CH3:18])[S:5](=[O:13])(=[O:14])[C:6]=1[C:7]1[CH:12]=[CH:11][CH:10]=[CH:9][CH:8]=1. The yield is 1.02. (7) The reactants are [N:1]1[CH:6]=[CH:5][C:4]([NH2:7])=[CH:3][N:2]=1.[H-].[Na+].[N+](C1C=CC([O:19][C:20]([N:22]2[CH2:25][CH:24]([O:26][C:27]3[CH:32]=[CH:31][C:30]([C:33]4[CH:38]=[CH:37][CH:36]=[CH:35][C:34]=4[F:39])=[CH:29][N:28]=3)[CH2:23]2)=O)=CC=1)([O-])=O. The catalyst is CN(C=O)C. The product is [N:1]1[CH:6]=[CH:5][C:4]([NH:7][C:20]([N:22]2[CH2:23][CH:24]([O:26][C:27]3[CH:32]=[CH:31][C:30]([C:33]4[CH:38]=[CH:37][CH:36]=[CH:35][C:34]=4[F:39])=[CH:29][N:28]=3)[CH2:25]2)=[O:19])=[CH:3][N:2]=1. The yield is 0.160.